This data is from Full USPTO retrosynthesis dataset with 1.9M reactions from patents (1976-2016). The task is: Predict the reactants needed to synthesize the given product. (1) Given the product [C:25]([NH:29][S:30]([C:33]1[S:34][C:35]([C:2]2[CH:7]=[C:6]([C:8]3[CH:13]=[C:12]([CH3:14])[CH:11]=[C:10]([C:15]4[CH:20]=[CH:19][C:18]([C:21]([F:24])([F:23])[F:22])=[CH:17][CH:16]=4)[N:9]=3)[CH:5]=[CH:4][N:3]=2)=[CH:36][CH:37]=1)(=[O:31])=[O:32])([CH3:28])([CH3:26])[CH3:27], predict the reactants needed to synthesize it. The reactants are: Cl[C:2]1[CH:7]=[C:6]([C:8]2[CH:13]=[C:12]([CH3:14])[CH:11]=[C:10]([C:15]3[CH:20]=[CH:19][C:18]([C:21]([F:24])([F:23])[F:22])=[CH:17][CH:16]=3)[N:9]=2)[CH:5]=[CH:4][N:3]=1.[C:25]([NH:29][S:30]([C:33]1[S:34][C:35](B2OC(C)(C)C(C)(C)O2)=[CH:36][CH:37]=1)(=[O:32])=[O:31])([CH3:28])([CH3:27])[CH3:26]. (2) Given the product [Cl:1][C:2]1[N:7]=[C:6]([Cl:8])[C:5]([O:9][CH2:10][C:11]([N:30]([O:41][CH3:40])[CH2:29][CH3:28])=[O:13])=[C:4]([N:14]2[CH2:19][CH2:18][O:17][CH2:16][CH2:15]2)[N:3]=1, predict the reactants needed to synthesize it. The reactants are: [Cl:1][C:2]1[N:7]=[C:6]([Cl:8])[C:5]([O:9][CH2:10][C:11]([OH:13])=O)=[C:4]([N:14]2[CH2:19][CH2:18][O:17][CH2:16][CH2:15]2)[N:3]=1.C1N=CN(C(N2C=[N:30][CH:29]=[CH:28]2)=O)C=1.C(N(CC)CC)C.Cl.[CH3:40][O:41]NC. (3) Given the product [C:38]([C@:22]12[CH2:34][CH2:33][C@@H:32]([C:35]([CH3:37])=[CH2:36])[C@@H:23]1[C@@H:24]1[C@@:19]([CH3:41])([CH2:20][CH2:21]2)[C@@:18]2([CH3:42])[C@@H:27]([C@:28]3([CH3:31])[C@@H:15]([CH2:16][CH2:17]2)[C:14]([CH3:44])([CH3:43])[C:13]([C:11]2[CH2:12][C:9]4([CH2:8][C:7]([C:5]([OH:6])=[O:4])([C:46]([OH:48])=[O:47])[CH2:45]4)[CH:10]=2)=[CH:30][CH2:29]3)[CH2:26][CH2:25]1)([OH:40])=[O:39], predict the reactants needed to synthesize it. The reactants are: C([O:4][C:5]([C:7]1([C:46]([O:48]C(C)C)=[O:47])[CH2:45][C:9]2([CH:12]=[C:11]([C:13]3[C:14]([CH3:44])([CH3:43])[C@H:15]4[C@:28]([CH3:31])([CH2:29][CH:30]=3)[C@@H:27]3[C@:18]([CH3:42])([C@@:19]5([CH3:41])[C@H:24]([CH2:25][CH2:26]3)[C@H:23]3[C@H:32]([C:35]([CH3:37])=[CH2:36])[CH2:33][CH2:34][C@:22]3([C:38]([OH:40])=[O:39])[CH2:21][CH2:20]5)[CH2:17][CH2:16]4)[CH2:10]2)[CH2:8]1)=[O:6])(C)C.[OH-].[Na+].Cl. (4) Given the product [Cl:1][C:2]1[CH:3]=[CH:4][C:5]2[O:9][C:8]([C:10]3[C:11]([F:30])=[CH:12][C:13]([F:29])=[C:14]([C@:16]4([CH3:28])[C:22]([F:24])([F:23])[C:21]([CH3:26])([CH3:25])[O:20][CH2:19][C:18](=[S:41])[NH:17]4)[CH:15]=3)=[N:7][C:6]=2[CH:31]=1, predict the reactants needed to synthesize it. The reactants are: [Cl:1][C:2]1[CH:3]=[CH:4][C:5]2[O:9][C:8]([C:10]3[C:11]([F:30])=[CH:12][C:13]([F:29])=[C:14]([C@:16]4([CH3:28])[C:22]([F:24])([F:23])[C:21]([CH3:26])([CH3:25])[O:20][CH2:19][C:18](=O)[NH:17]4)[CH:15]=3)=[N:7][C:6]=2[CH:31]=1.COC1C=CC(P2(SP(C3C=CC(OC)=CC=3)(=S)S2)=[S:41])=CC=1. (5) Given the product [N+:1]([C:4]1[CH:5]=[C:6]([CH:7]=[CH:8][CH:9]=1)[O:10][CH2:12][CH2:13][CH2:14][Cl:15])([O-:3])=[O:2], predict the reactants needed to synthesize it. The reactants are: [N+:1]([C:4]1[CH:5]=[C:6]([OH:10])[CH:7]=[CH:8][CH:9]=1)([O-:3])=[O:2].Br[CH2:12][CH2:13][CH2:14][Cl:15].C([O-])([O-])=O.[K+].[K+]. (6) Given the product [CH2:1]([O:3][C:4]([C:6]1([C:9]2[CH:10]=[CH:11][C:12]([C:15]3[CH:20]=[CH:19][C:18]([C:21]4[S:22][C:23]([Cl:29])=[CH:24][C:25]=4[NH:43][C:48]([O:42][C@@H:40]([C:35]4[CH:36]=[CH:37][C:38]([F:39])=[C:33]([F:32])[CH:34]=4)[CH3:41])=[O:52])=[CH:17][C:16]=3[O:30][CH3:31])=[CH:13][CH:14]=2)[CH2:8][CH2:7]1)=[O:5])[CH3:2], predict the reactants needed to synthesize it. The reactants are: [CH2:1]([O:3][C:4]([C:6]1([C:9]2[CH:14]=[CH:13][C:12]([C:15]3[CH:20]=[CH:19][C:18]([C:21]4[S:22][C:23]([Cl:29])=[CH:24][C:25]=4C(=O)N)=[CH:17][C:16]=3[O:30][CH3:31])=[CH:11][CH:10]=2)[CH2:8][CH2:7]1)=[O:5])[CH3:2].[F:32][C:33]1[CH:34]=[C:35]([C@H:40]([OH:42])[CH3:41])[CH:36]=[CH:37][C:38]=1[F:39].[N:43]1[CH:48]=CC=CC=1.FC(F)(F)C(OI(C1C=CC=CC=1)OC(=O)C(F)(F)F)=[O:52]. (7) Given the product [ClH:28].[CH3:20][O:19][C:16]1[CH:17]=[C:18]2[C:13]([C:12](=[O:25])[N:11]3[CH2:26][CH2:27][NH:8][CH2:9][C@H:10]32)=[C:14]([C:21]([F:24])([F:22])[F:23])[CH:15]=1, predict the reactants needed to synthesize it. The reactants are: C(OC([N:8]1[CH2:27][CH2:26][N:11]2[C:12](=[O:25])[C:13]3[C:18]([C@@H:10]2[CH2:9]1)=[CH:17][C:16]([O:19][CH3:20])=[CH:15][C:14]=3[C:21]([F:24])([F:23])[F:22])=O)(C)(C)C.[ClH:28].